From a dataset of CYP2C19 inhibition data for predicting drug metabolism from PubChem BioAssay. Regression/Classification. Given a drug SMILES string, predict its absorption, distribution, metabolism, or excretion properties. Task type varies by dataset: regression for continuous measurements (e.g., permeability, clearance, half-life) or binary classification for categorical outcomes (e.g., BBB penetration, CYP inhibition). Dataset: cyp2c19_veith. (1) The drug is O=C(Cc1ccccc1)NC(NC(=S)Nc1cc(Cl)ccc1Cl)C(Cl)(Cl)Cl. The result is 1 (inhibitor). (2) The drug is COCCN(C(=O)Nc1ccc(OC)cc1OC)C1CCN(C(C)=O)CC1. The result is 0 (non-inhibitor). (3) The molecule is CCCc1nnc(SCC(=O)O)n1/N=C/c1ccc2c(c1)OCO2. The result is 0 (non-inhibitor). (4) The compound is CCOc1ccccc1NC(=O)Nc1c(C)n(-c2ccccc2)c(=O)n1C. The result is 0 (non-inhibitor). (5) The molecule is C(/C=C\c1ccccc1)=Nc1ccc2c(c1)Cc1ccccc1-2. The result is 1 (inhibitor). (6) The compound is COCC(=O)N1CCC2(CC1)CN(C(=O)Nc1ccccc1)C2. The result is 1 (inhibitor).